This data is from Full USPTO retrosynthesis dataset with 1.9M reactions from patents (1976-2016). The task is: Predict the reactants needed to synthesize the given product. Given the product [N:1]1[CH:6]=[CH:5][CH:4]=[C:3]([C:7]2[CH:8]=[C:9]3[C:13](=[CH:14][C:15]=2[C:16]2[CH:17]=[CH:18][C:19]([OH:22])=[CH:20][CH:21]=2)[NH:12][N:11]=[C:10]3[NH:30][C:31](=[O:35])[CH2:32][CH2:33][CH3:34])[CH:2]=1, predict the reactants needed to synthesize it. The reactants are: [N:1]1[CH:6]=[CH:5][CH:4]=[C:3]([C:7]2[CH:8]=[C:9]3[C:13](=[CH:14][C:15]=2[C:16]2[CH:21]=[CH:20][C:19]([O:22]CC4C=CC=CC=4)=[CH:18][CH:17]=2)[NH:12][N:11]=[C:10]3[NH:30][C:31](=[O:35])[CH2:32][CH2:33][CH3:34])[CH:2]=1.